From a dataset of Peptide-MHC class II binding affinity with 134,281 pairs from IEDB. Regression. Given a peptide amino acid sequence and an MHC pseudo amino acid sequence, predict their binding affinity value. This is MHC class II binding data. (1) The MHC is DRB1_0404 with pseudo-sequence DRB1_0404. The binding affinity (normalized) is 0.659. The peptide sequence is GRLLRGHNQFAYDGK. (2) The MHC is HLA-DQA10501-DQB10301 with pseudo-sequence HLA-DQA10501-DQB10301. The binding affinity (normalized) is 0.363. The peptide sequence is GPIVHDAIHRSAARS. (3) The peptide sequence is RVNQLIRYSGYRETP. The MHC is DRB1_1501 with pseudo-sequence DRB1_1501. The binding affinity (normalized) is 0.853.